From a dataset of Forward reaction prediction with 1.9M reactions from USPTO patents (1976-2016). Predict the product of the given reaction. (1) Given the reactants [F:1][C:2]1[CH:3]=[C:4]([NH:8][C:9](=[O:14])[CH2:10][C:11](=O)[CH3:12])[CH:5]=[CH:6][CH:7]=1.S(=O)(=O)(O)O.[NH4+].[OH-], predict the reaction product. The product is: [F:1][C:2]1[CH:3]=[C:4]2[C:5]([C:11]([CH3:12])=[CH:10][C:9]([OH:14])=[N:8]2)=[CH:6][CH:7]=1. (2) Given the reactants [F:1][C:2]1([F:29])[CH:7]([C:8]2[CH:13]=[CH:12][C:11](OS(C(F)(F)F)(=O)=O)=[CH:10][CH:9]=2)[CH2:6][CH2:5][N:4]([C:22]([O:24][C:25]([CH3:28])([CH3:27])[CH3:26])=[O:23])[CH2:3]1.[B:30]1([B:30]2[O:34][C:33]([CH3:36])([CH3:35])[C:32]([CH3:38])([CH3:37])[O:31]2)[O:34][C:33]([CH3:36])([CH3:35])[C:32]([CH3:38])([CH3:37])[O:31]1.C([O-])(=O)C.[K+], predict the reaction product. The product is: [F:29][C:2]1([F:1])[CH:7]([C:8]2[CH:13]=[CH:12][C:11]([B:30]3[O:34][C:33]([CH3:36])([CH3:35])[C:32]([CH3:38])([CH3:37])[O:31]3)=[CH:10][CH:9]=2)[CH2:6][CH2:5][N:4]([C:22]([O:24][C:25]([CH3:28])([CH3:26])[CH3:27])=[O:23])[CH2:3]1. (3) Given the reactants [F:1][C:2]1[CH:7]=[CH:6][C:5]([CH2:8][C:9]2[C:10]([N:16]3[CH2:22][C:21]4[CH:23]=[C:24]([C:27]5[CH:35]=[CH:34][C:30]([C:31](O)=[O:32])=[CH:29][CH:28]=5)[CH:25]=[CH:26][C:20]=4[O:19][CH2:18][CH2:17]3)=[N:11][CH:12]=[N:13][C:14]=2[CH3:15])=[CH:4][CH:3]=1.CN(C=O)C.C(Cl)(=O)C([Cl:44])=O, predict the reaction product. The product is: [F:1][C:2]1[CH:7]=[CH:6][C:5]([CH2:8][C:9]2[C:10]([N:16]3[CH2:22][C:21]4[CH:23]=[C:24]([C:27]5[CH:35]=[CH:34][C:30]([C:31]([Cl:44])=[O:32])=[CH:29][CH:28]=5)[CH:25]=[CH:26][C:20]=4[O:19][CH2:18][CH2:17]3)=[N:11][CH:12]=[N:13][C:14]=2[CH3:15])=[CH:4][CH:3]=1. (4) Given the reactants [O:1]=[C:2]1[CH:9]2[CH2:10][CH:6]3[CH2:7][CH:8]2[C:4]([C:11]([OH:13])=[O:12])([CH2:5]3)[NH:3]1.O=S(Cl)Cl.[CH3:18]O, predict the reaction product. The product is: [CH3:18][O:12][C:11]([C:4]12[NH:3][C:2](=[O:1])[CH:9]3[CH2:10][CH:6]([CH2:7][CH:8]13)[CH2:5]2)=[O:13]. (5) Given the reactants [NH2:1][C:2]1[CH:7]=[CH:6][C:5]([NH:8][C:9]([NH:11][S:12]([C:15]2[S:16][C:17]([Cl:20])=[CH:18][CH:19]=2)(=[O:14])=[O:13])=[O:10])=[CH:4][C:3]=1[CH3:21].[C:22]1([CH2:28]C(O)=O)[CH:27]=[CH:26][CH:25]=[CH:24][CH:23]=1.C1CN([P+](ON2N=NC3C=CC=CC2=3)(N2CCCC2)N2CCCC2)CC1.F[P-](F)(F)(F)(F)F, predict the reaction product. The product is: [Cl:20][C:17]1[S:16][C:15]([S:12]([NH:11][C:9]([NH:8][C:5]2[CH:6]=[CH:7][C:2]([NH:1][CH2:28][C:22]3[CH:27]=[CH:26][CH:25]=[CH:24][CH:23]=3)=[C:3]([CH3:21])[CH:4]=2)=[O:10])(=[O:14])=[O:13])=[CH:19][CH:18]=1. (6) The product is: [Br:1][C:2]1[CH:3]=[C:4]([C@@H:8]([NH:9][S@@:10]([C:12]([CH3:15])([CH3:14])[CH3:13])=[O:11])[CH2:18][CH:17]=[CH2:16])[CH:5]=[CH:6][CH:7]=1. Given the reactants [Br:1][C:2]1[CH:3]=[C:4](/[CH:8]=[N:9]/[S@@:10]([C:12]([CH3:15])([CH3:14])[CH3:13])=[O:11])[CH:5]=[CH:6][CH:7]=1.[CH2:16](Br)[CH:17]=[CH2:18].[In], predict the reaction product.